This data is from Forward reaction prediction with 1.9M reactions from USPTO patents (1976-2016). The task is: Predict the product of the given reaction. (1) Given the reactants [CH2:1]([O:3][CH:4]([O:8][CH2:9][CH3:10])[CH2:5][CH2:6][NH2:7])[CH3:2].[CH3:11][C:12]([O:15][C:16](O[C:16]([O:15][C:12]([CH3:14])([CH3:13])[CH3:11])=[O:17])=[O:17])([CH3:14])[CH3:13].O.Cl, predict the reaction product. The product is: [CH2:1]([O:3][CH:4]([O:8][CH2:9][CH3:10])[CH2:5][CH2:6][NH:7][C:16](=[O:17])[O:15][C:12]([CH3:14])([CH3:13])[CH3:11])[CH3:2]. (2) Given the reactants F[C:2]1[CH:7]=[CH:6][C:5]([N+:8]([O-:10])=[O:9])=[CH:4][C:3]=1[CH3:11].[O:12]1[CH2:15][CH:14]([N:16]2[CH2:21][CH2:20][NH:19][CH2:18][CH2:17]2)[CH2:13]1.C(=O)([O-])[O-].[K+].[K+], predict the reaction product. The product is: [CH3:11][C:3]1[CH:4]=[C:5]([N+:8]([O-:10])=[O:9])[CH:6]=[CH:7][C:2]=1[N:19]1[CH2:20][CH2:21][N:16]([CH:14]2[CH2:15][O:12][CH2:13]2)[CH2:17][CH2:18]1.